From a dataset of Catalyst prediction with 721,799 reactions and 888 catalyst types from USPTO. Predict which catalyst facilitates the given reaction. Reactant: Br[C:2]1[CH:8]=[CH:7][C:5]([NH2:6])=[C:4]([N+:9]([O-:11])=[O:10])[CH:3]=1.[CH3:12][C:13]1([CH3:29])[C:17]([CH3:19])([CH3:18])[O:16][B:15]([B:15]2[O:16][C:17]([CH3:19])([CH3:18])[C:13]([CH3:29])([CH3:12])[O:14]2)[O:14]1.C([O-])(=O)C.[K+]. Product: [N+:9]([C:4]1[CH:3]=[C:2]([B:15]2[O:16][C:17]([CH3:19])([CH3:18])[C:13]([CH3:29])([CH3:12])[O:14]2)[CH:8]=[CH:7][C:5]=1[NH2:6])([O-:11])=[O:10]. The catalyst class is: 423.